From a dataset of Peptide-MHC class II binding affinity with 134,281 pairs from IEDB. Regression. Given a peptide amino acid sequence and an MHC pseudo amino acid sequence, predict their binding affinity value. This is MHC class II binding data. (1) The peptide sequence is SGLFQLIFFLTLAGR. The MHC is DRB1_0405 with pseudo-sequence DRB1_0405. The binding affinity (normalized) is 0.508. (2) The MHC is HLA-DQA10501-DQB10302 with pseudo-sequence HLA-DQA10501-DQB10302. The binding affinity (normalized) is 0. The peptide sequence is ITAHLKRLWKMLDPR. (3) The peptide sequence is PLALKEFKDFAAGRK. The MHC is DRB1_0701 with pseudo-sequence DRB1_0701. The binding affinity (normalized) is 0.247. (4) The peptide sequence is RRRLLVLDAVALERW. The MHC is DRB1_0701 with pseudo-sequence DRB1_0701. The binding affinity (normalized) is 0.469. (5) The peptide sequence is ILVGDNSFVSAISQT. The MHC is DRB1_0801 with pseudo-sequence DRB1_0801. The binding affinity (normalized) is 0.396. (6) The peptide sequence is SVDDALINSTKIYSY. The MHC is DRB1_1101 with pseudo-sequence DRB1_1101. The binding affinity (normalized) is 0.652.